This data is from Full USPTO retrosynthesis dataset with 1.9M reactions from patents (1976-2016). The task is: Predict the reactants needed to synthesize the given product. (1) Given the product [F:1][C:2]1[CH:3]=[C:4]([I:9])[C:5]([NH2:8])=[N:6][CH:7]=1, predict the reactants needed to synthesize it. The reactants are: [F:1][C:2]1[CH:3]=[CH:4][C:5]([NH2:8])=[N:6][CH:7]=1.[I:9]N1C(=O)CCC1=O. (2) Given the product [Cl:8][C:6]1[CH:5]=[C:4]([C:9]2[C:13]([CH:17]=[O:19])=[C:12]([OH:14])[N:11]([CH3:15])[N:10]=2)[CH:3]=[C:2]([Cl:1])[CH:7]=1, predict the reactants needed to synthesize it. The reactants are: [Cl:1][C:2]1[CH:3]=[C:4]([C:9]2[CH:13]=[C:12]([OH:14])[N:11]([CH3:15])[N:10]=2)[CH:5]=[C:6]([Cl:8])[CH:7]=1.O.[C:17](OCC)(=[O:19])C. (3) Given the product [N:29]([CH2:12][CH:13]1[CH2:17][C:16]2[CH:18]=[CH:19][CH:20]=[C:21]([C:22]3[CH:27]=[CH:26][CH:25]=[CH:24][C:23]=3[CH3:28])[C:15]=2[O:14]1)=[N+:30]=[N-:31], predict the reactants needed to synthesize it. The reactants are: CC1C=CC(S(O[CH2:12][CH:13]2[CH2:17][C:16]3[CH:18]=[CH:19][CH:20]=[C:21]([C:22]4[CH:27]=[CH:26][CH:25]=[CH:24][C:23]=4[CH3:28])[C:15]=3[O:14]2)(=O)=O)=CC=1.[N-:29]=[N+:30]=[N-:31].[Na+].N(CC1CC2C=C(Cl)C=C(C3C=CSC=3)C=2O1)=[N+]=[N-]. (4) Given the product [CH3:1][C:2]1([C:8]([C:10]2[C:18]3[C:13](=[N:14][CH:15]=[C:16]([C:19]4[CH:24]=[C:23]([O:25][CH3:26])[C:22]([O:27][CH3:28])=[C:21]([O:29][CH3:30])[CH:20]=4)[N:17]=3)[NH:12][CH:11]=2)=[O:9])[CH2:7][CH2:6][CH2:5][N:4]([C:44](=[O:45])[CH2:43][C:41]#[N:42])[CH2:3]1, predict the reactants needed to synthesize it. The reactants are: [CH3:1][C:2]1([C:8]([C:10]2[C:18]3[C:13](=[N:14][CH:15]=[C:16]([C:19]4[CH:24]=[C:23]([O:25][CH3:26])[C:22]([O:27][CH3:28])=[C:21]([O:29][CH3:30])[CH:20]=4)[N:17]=3)[NH:12][CH:11]=2)=[O:9])[CH2:7][CH2:6][CH2:5][NH:4][CH2:3]1.N1(O)C2C=CC=CC=2N=N1.[C:41]([CH2:43][C:44](O)=[O:45])#[N:42].Cl.CN(C)CCCN=C=NCC.C(N(CC)CC)C.